Dataset: Forward reaction prediction with 1.9M reactions from USPTO patents (1976-2016). Task: Predict the product of the given reaction. Given the reactants [Cl:1][CH2:2][CH2:3][CH2:4][O:5][C:6]1[CH:11]=[CH:10][C:9]([S:12](Cl)(=[O:14])=[O:13])=[CH:8][CH:7]=1.[CH2:16]([NH2:21])[C:17]([CH3:20])([CH3:19])[CH3:18].C(N(CC)CC)C.Cl, predict the reaction product. The product is: [Cl:1][CH2:2][CH2:3][CH2:4][O:5][C:6]1[CH:11]=[CH:10][C:9]([S:12]([NH:21][CH2:16][C:17]([CH3:20])([CH3:19])[CH3:18])(=[O:14])=[O:13])=[CH:8][CH:7]=1.